The task is: Binary Classification. Given a miRNA mature sequence and a target amino acid sequence, predict their likelihood of interaction.. This data is from Experimentally validated miRNA-target interactions with 360,000+ pairs, plus equal number of negative samples. (1) The protein sequence of the target gene is MRSAAAAPRSPAVATESRRFAAARWPGWRSLQRPARRSGRGGGGAAPGPYPSAAPPPPGPGPPPSRQSSPPSASDCFGSNGNGGGAFRPGSRRLLGLGGPPRPFVVLLLPLASPGAPPAAPTRASPLGARASPPRSGVSLARPAPGCPRPACEPVYGPLTMSLKPQQQQQQQQQQQQQQQQQQQQQQQPPPAAANVRKPGGSGLLASPAAAPSPSSSSVSSSSATAPSSVVAATSGGGRPGLGRGRNSNKGLPQSTISFDGIYANMRMVHILTSVVGSKCEVQVKNGGIYEGVFKTYSPK.... Result: 1 (interaction). The miRNA is hsa-miR-4293 with sequence CAGCCUGACAGGAACAG. (2) The miRNA is hsa-miR-770-5p with sequence UCCAGUACCACGUGUCAGGGCCA. The protein sequence of the target gene is MGRTRKANVCRRLSRRALGFYARDAGVVQRTNLGILRALVCQESTKFKNVWTTHSKSPIAYERGRIYFDNYRCCVSSVASEPRKLYEMPKCSKSEKIEDALLWECPVGDILPDPSDYKSSLIALTAHNWLLRISATTGEVLEKIYLASYCKFRYLSWDTPQEVIAVKSAQNKGSAAARQAGTSPPVLLYLAVFRVLPFSLVGILEINKKVFENVTDATLSHGILIVMYSSGLVRLYSFQAIIEQFMQQKLDLGCACSQGGTTGTVGEAPFGIPCNVKITDSPPPLFEVSSLENAFQIGGH.... Result: 0 (no interaction). (3) The miRNA is gga-miR-23b-5p with sequence GGGUUCCUGGCAUGAUGAUUU. The protein sequence of the target gene is MGSCARLLLLWGCTVVAAGLSGVAGVSSRCEKACNPRMGNLALGRKLWADTTCGQNATELYCFYSENTDLTCRQPKCDKCNAAYPHLAHLPSAMADSSFRFPRTWWQSAEDVHREKIQLDLEAEFYFTHLIVMFKSPRPAAMVLDRSQDFGKTWKPYKYFATNCSATFGLEDDVVKKGAICTSKYSSPFPCTGGEVIFKALSPPYDTENPYSAKVQEQLKITNLRVQLLKRQSCPCQRNDLNEEPQHFTHYAIYDFIVKGSCFCNGHADQCIPVHGFRPVKAPGTFHMVHGKCMCKHNTA.... Result: 0 (no interaction). (4) The miRNA is hsa-miR-34b-3p with sequence CAAUCACUAACUCCACUGCCAU. The protein sequence of the target gene is MSGGSSCSQTPSRAIPATRRVVLGDGVQLPPGDYSTTPGGTLFSTTPGGTRIIYDRKFLMECRNSPVTKTPPRDLPTIPGVTSPSSDEPPMEASQSHLRNSPEDKRAGGEESQFEMDI. Result: 0 (no interaction). (5) The miRNA is hsa-miR-3192-5p with sequence UCUGGGAGGUUGUAGCAGUGGAA. The protein sequence of the target gene is MSATAAARKRGKPASGAGAGAGAGKRRRKADSAGDRGKSKGGGKMNEEISSDSESESLAPRKPEEEEEEELEETAQEKKLRLAKLYLEQLRQQEEEKAEARAFEEDQVAGRLKEDVLEQRGRLQKLVAKEIQAPASADIRVLRGHQLSITCLVVTPDDSAIFSAAKDCSIIKWSVESGRKLHVIPRAKKGAEGKPPGHSSHVLCMAISSDGKYLASGDRSKLILIWEAQSCQHLYTFTGHRDAVSGLAFRRGTHQLYSTSHDRSVKVWNVAENSYVETLFGHQDAVAALDALSRECCVTA.... Result: 0 (no interaction). (6) The miRNA is hsa-miR-4438 with sequence CACAGGCUUAGAAAAGACAGU. The protein sequence of the target gene is MRPERPRPRGSAPGPMETPPWDPARNDSLPPTLTPAVPPYVKLGLTVVYTVFYALLFVFIYVQLWLVLRYRHKRLSYQSVFLFLCLFWASLRTVLFSFYFKDFVAANSLSPFVFWLLYCFPVCLQFFTLTLMNLYFTQVIFKAKSKYSPELLKYRLPLYLASLFISLVFLLVNLTCAVLVKTGNWERKVIVSVRVAINDTLFVLCAVSLSICLYKISKMSLANIYLESKGSSVCQVTAIGVTVILLYTSRACYNLFILSFSQNKSVHSFDYDWYNVSDQADLKNQLGDAGYVLFGVVLFV.... Result: 1 (interaction). (7) The miRNA is dme-miR-8-3p with sequence UAAUACUGUCAGGUAAAGAUGUC. The protein sequence of the target gene is MAFWAGGSPSVVDYFPSEDFYRCGYCKNESGSRSNGMWAHSMTVQDYQDLIDRGWRRSGKYVYKPVMNQTCCPQYTIRCRPLQFQPSKSHKKVLKKMLKFLAKGEVPKGSCEDEPMDSTMDDAVAGDFALINKLDIQCDLKTLSDDIKESLESEGKNSKKEEPQELLQSQDFVGEKLGSGEPSHSVKVHTVPKPGKGADLSKPPCRKAKEIRKERKRLKLMQQNPAGELEGFQAQGHPPSLFPPKAKSNQPKSLEDLIFESLPENASHKLEVRVVRSSPPSSQFKATLLESYQVYKRYQM.... Result: 0 (no interaction). (8) The miRNA is hsa-miR-5706 with sequence UUCUGGAUAACAUGCUGAAGCU. The protein sequence of the target gene is MSGGEQKPERYYVGVDVGTGSVRAALVDQSGVLLAFADQPIKNWEPQFNHHEQSSEDIWAACCVVTKKVVQGIDLNQIRGLGFDATCSLVVLDKQFHPLPVNQEGDSHRNVIMWLDHRAVSQVNRINETKHSVLQYVGGVMSVEMQAPKLLWLKENLREICWDKAGHFFDLPDFLSWKATGVTARSLCSLVCKWTYSAEKGWDDSFWKMIGLEDFVADNYSKIGNQVLPPGASLGNGLTPEAARDLGLLPGIAVAASLIDAHAGGLGVIGADVRGHGLICEGQPVTSRLAVICGTSSCHM.... Result: 0 (no interaction). (9) The miRNA is dme-miR-308-3p with sequence AAUCACAGGAUUAUACUGUGAG. The protein sequence of the target gene is MSCPVPACCALLLVLGLCRARPRNALLLLADDGGFESGAYNNSAIATPHLDALARRSLLFRNAFTSVSSCSPSRASLLTGLPQHQNGMYGLHQDVHHFNSFDKVRSLPLLLSQAGVRTGIIGKKHVGPETVYPFDFAYTEENGSVLQVGRNITRIKLLVRKFLQTQDDRPFFLYVAFHDPHRCGHSQPQYGTFCEKFGNGESGMGRIPDWTPQAYDPLDVLVPYFVPNTPAARADLAAQYTTVGRMDQGVGLVLQELRDAGVLNDTLVIFTSDNGIPFPSGRTNLYWPGTAEPLLVSSPE.... Result: 0 (no interaction).